From a dataset of Full USPTO retrosynthesis dataset with 1.9M reactions from patents (1976-2016). Predict the reactants needed to synthesize the given product. (1) Given the product [Br:50][C:47]1[CH:46]=[CH:45][C:44]([C:43]([O:42][CH3:41])=[O:52])=[C:49]([N:34]2[C:35]3[C:40](=[CH:39][CH:38]=[CH:37][CH:36]=3)[C:32]([C:30]#[N:31])=[CH:33]2)[CH:48]=1, predict the reactants needed to synthesize it. The reactants are: N1C2C(=CC=CC=2)C=C1.C([O-])([O-])=O.[Na+].[Na+].C([O-])([O-])=O.[Cs+].[Cs+].CC([O-])(C)C.[K+].[H-].[Na+].[C:30]([C:32]1[C:40]2[C:35](=[CH:36][CH:37]=[CH:38][CH:39]=2)[NH:34][CH:33]=1)#[N:31].[CH3:41][O:42][C:43](=[O:52])[C:44]1[CH:49]=[CH:48][C:47]([Br:50])=[CH:46][C:45]=1F.[NH4+].[Cl-]. (2) Given the product [N:1]1[CH:2]=[CH:3][N:4]2[C:9]([C:10]3[CH:11]=[C:12]([NH2:13])[N:16]([CH3:15])[N:17]=3)=[CH:8][CH:7]=[CH:6][C:5]=12, predict the reactants needed to synthesize it. The reactants are: [N:1]1[CH:2]=[CH:3][N:4]2[C:9]([C:10](=O)[CH2:11][C:12]#[N:13])=[CH:8][CH:7]=[CH:6][C:5]=12.[CH3:15][NH:16][NH2:17]. (3) Given the product [Cl:1][C:2]1[N:3]=[CH:4][C:5]2[NH:10][N:9]=[CH:8][C:6]=2[N:7]=1, predict the reactants needed to synthesize it. The reactants are: [Cl:1][C:2]1[N:3]=[CH:4][C:5]2[N:10](C(=O)C)[N:9]=[CH:8][C:6]=2[N:7]=1.[OH-].[Na+].Cl. (4) Given the product [O:7]=[C:6]1[CH:5]2[CH:4]([CH2:11][CH2:10][CH2:9][CH2:8]2)[C:3](=[O:12])[N:2]1[O:1][C:15](=[S:16])[N:14]([CH3:18])[CH3:13], predict the reactants needed to synthesize it. The reactants are: [OH:1][N:2]1[C:6](=[O:7])[CH:5]2[CH2:8][CH2:9][CH2:10][CH2:11][CH:4]2[C:3]1=[O:12].[CH3:13][N:14]([CH3:18])[C:15](Cl)=[S:16].